This data is from Full USPTO retrosynthesis dataset with 1.9M reactions from patents (1976-2016). The task is: Predict the reactants needed to synthesize the given product. (1) Given the product [CH3:1][N:2]1[CH2:3][CH:4]=[C:5]([C:8]2[C:16]3[C:11](=[CH:12][CH:13]=[C:14]([C:17]#[N:18])[CH:15]=3)[N:10]([S:25]([C:19]3[CH:24]=[CH:23][CH:22]=[CH:21][CH:20]=3)(=[O:27])=[O:26])[CH:9]=2)[CH2:6][CH2:7]1, predict the reactants needed to synthesize it. The reactants are: [CH3:1][N:2]1[CH2:7][CH:6]=[C:5]([C:8]2[C:16]3[C:11](=[CH:12][CH:13]=[C:14]([C:17]#[N:18])[CH:15]=3)[NH:10][CH:9]=2)[CH2:4][CH2:3]1.[C:19]1([S:25](Cl)(=[O:27])=[O:26])[CH:24]=[CH:23][CH:22]=[CH:21][CH:20]=1. (2) Given the product [N:22]1([C:28]2[CH:29]=[CH:30][C:31]([CH2:34][NH:35][C:13]([C:14]3[C:15]([NH:16][C:11]([C:1]4[C:10]5[C:5](=[CH:6][CH:7]=[CH:8][CH:9]=5)[CH:4]=[CH:3][CH:2]=4)=[O:12])=[CH:17][CH:18]=[CH:19][N:20]=3)=[O:21])=[CH:32][CH:33]=2)[CH2:27][CH2:26][O:25][CH2:24][CH2:23]1, predict the reactants needed to synthesize it. The reactants are: [C:1]1([C:11]2[O:12][C:13](=[O:21])[C:14]3[N:20]=[CH:19][CH:18]=[CH:17][C:15]=3[N:16]=2)[C:10]2[C:5](=[CH:6][CH:7]=[CH:8][CH:9]=2)[CH:4]=[CH:3][CH:2]=1.[N:22]1([C:28]2[CH:33]=[CH:32][C:31]([CH2:34][NH2:35])=[CH:30][CH:29]=2)[CH2:27][CH2:26][O:25][CH2:24][CH2:23]1.